From a dataset of Reaction yield outcomes from USPTO patents with 853,638 reactions. Predict the reaction yield, written as a fraction of the theoretical maximum amount of product (1.0 means a 100% yield; for example, 0.34 means a 34% yield). (1) The reactants are [Cl:1][C:2]1[CH:7]=[CH:6][C:5]([CH2:8][CH:9]([C:11]2[CH:16]=[CH:15][C:14]([C:17]3[CH:22]=[CH:21][C:20]([O:23][C:24]([F:27])([F:26])[F:25])=[CH:19][CH:18]=3)=[CH:13][N:12]=2)[OH:10])=[C:4]([F:28])[CH:3]=1.CC(OI1(OC(C)=O)(OC(C)=O)OC(=O)C2C=CC=CC1=2)=O. The yield is 0.830. The catalyst is C(Cl)Cl. The product is [Cl:1][C:2]1[CH:7]=[CH:6][C:5]([CH2:8][C:9]([C:11]2[CH:16]=[CH:15][C:14]([C:17]3[CH:22]=[CH:21][C:20]([O:23][C:24]([F:25])([F:26])[F:27])=[CH:19][CH:18]=3)=[CH:13][N:12]=2)=[O:10])=[C:4]([F:28])[CH:3]=1. (2) The reactants are [OH:1][C:2]1[CH:3]=[C:4]([C:17]([O:19][CH2:20][CH3:21])=[O:18])[CH:5]=[C:6]2[C:10]=1[N:9]([CH:11]1[CH2:16][CH2:15][CH2:14][CH2:13][O:12]1)[N:8]=[CH:7]2.[C:22](=O)([O-])[O-].[K+].[K+].CI. The catalyst is CN(C)C=O.O. The product is [CH3:22][O:1][C:2]1[CH:3]=[C:4]([C:17]([O:19][CH2:20][CH3:21])=[O:18])[CH:5]=[C:6]2[C:10]=1[N:9]([CH:11]1[CH2:16][CH2:15][CH2:14][CH2:13][O:12]1)[N:8]=[CH:7]2. The yield is 1.00. (3) The reactants are [C:1]([N:5]1[C:9]2=[N:10][C:11](F)=[CH:12][CH:13]=[C:8]2[C:7]([C:15]([OH:17])=O)=[N:6]1)([CH3:4])([CH3:3])[CH3:2].C([N:20](CC)CC)C.CCN=C=N[CH2:30][CH2:31][CH2:32][N:33](C)C.Cl.C1C=NC2N(O)N=NC=2C=1.C1(N)CC1. The catalyst is C(Cl)Cl. The product is [CH:32]1([NH:33][C:15]([C:7]2[C:8]3[C:9](=[N:10][C:11]([NH2:20])=[CH:12][CH:13]=3)[N:5]([C:1]([CH3:2])([CH3:3])[CH3:4])[N:6]=2)=[O:17])[CH2:30][CH2:31]1. The yield is 0.270. (4) The reactants are Br[C:2]1[CH:7]=[CH:6][C:5]([F:8])=[CH:4][C:3]=1[CH3:9].[C:10]([Cu])#[N:11]. The catalyst is CN(C=O)C.O. The product is [F:8][C:5]1[CH:6]=[CH:7][C:2]([C:10]#[N:11])=[C:3]([CH3:9])[CH:4]=1. The yield is 0.600. (5) The reactants are [Cl:1][C:2]1[C:16]([F:17])=[CH:15][CH:14]=[C:13]([Cl:18])[C:3]=1[CH2:4][O:5][C:6]1[C:7]([NH2:12])=[N:8][CH:9]=[CH:10][CH:11]=1.[Br:19]N1C(=O)CCC1=O. The catalyst is C(#N)C. The product is [Br:19][C:10]1[CH:11]=[C:6]([O:5][CH2:4][C:3]2[C:13]([Cl:18])=[CH:14][CH:15]=[C:16]([F:17])[C:2]=2[Cl:1])[C:7]([NH2:12])=[N:8][CH:9]=1. The yield is 0.510. (6) The reactants are [CH3:1][O:2][C:3](=[O:16])[CH:4]=[CH:5][C:6]1[CH:11]=[CH:10][CH:9]=[C:8]([S:12](Cl)(=[O:14])=[O:13])[CH:7]=1.[C:17]1([CH2:27][NH2:28])[C:26]2[C:21](=[CH:22][CH:23]=[CH:24][CH:25]=2)[CH:20]=[CH:19][CH:18]=1.C([O-])(O)=O.[Na+]. The catalyst is O1CCOCC1.O. The product is [CH3:1][O:2][C:3](=[O:16])[CH:4]=[CH:5][C:6]1[CH:11]=[CH:10][CH:9]=[C:8]([S:12](=[O:14])(=[O:13])[NH:28][CH2:27][C:17]2[C:26]3[C:21](=[CH:22][CH:23]=[CH:24][CH:25]=3)[CH:20]=[CH:19][CH:18]=2)[CH:7]=1. The yield is 0.760.